Dataset: Full USPTO retrosynthesis dataset with 1.9M reactions from patents (1976-2016). Task: Predict the reactants needed to synthesize the given product. (1) Given the product [OH:25][C:22]1[CH:23]=[CH:24][C:19]([C:14]2[CH:13]=[C:12]([C:7]3[CH:8]=[CH:9][CH:10]=[CH:11][C:6]=3[O:5][CH2:1][CH:2]=[CH2:3])[NH:17][C:16](=[O:18])[N:15]=2)=[CH:20][C:21]=1[CH3:26], predict the reactants needed to synthesize it. The reactants are: [CH2:1]([O:5][C:6]1[CH:11]=[CH:10][CH:9]=[CH:8][C:7]=1[C:12]1[NH:17][C:16](=[O:18])[N:15]=[C:14]([C:19]2[CH:24]=[CH:23][C:22]([OH:25])=[C:21]([CH3:26])[CH:20]=2)[CH:13]=1)[CH2:2][CH2:3]C.C(OC1C=CC=CC=1C(OC)=O)C=C. (2) Given the product [CH2:12]([O:14][C:15]1[N:16]=[CH:17][C:18]([C:21]2[S:4][C:3]3[CH:5]=[CH:6][CH:7]=[CH:8][C:2]=3[C:1](=[O:10])[N:22]=2)=[CH:19][CH:20]=1)[CH3:13], predict the reactants needed to synthesize it. The reactants are: [C:1]([O:10]C)(=O)[C:2]1[C:3](=[CH:5][CH:6]=[CH:7][CH:8]=1)[SH:4].[CH2:12]([O:14][C:15]1[CH:20]=[CH:19][C:18]([C:21]#[N:22])=[CH:17][N:16]=1)[CH3:13].C(N(CC)CC)C. (3) The reactants are: [F:1][C:2]([F:10])([F:9])[C:3]1[N:4]=[C:5]([NH2:8])[S:6][CH:7]=1.[C:11]12([C:21](O)=[O:22])[CH2:20][CH:15]3[CH2:16][CH:17]([CH2:19][CH:13]([CH2:14]3)[CH2:12]1)[CH2:18]2. Given the product [F:1][C:2]([F:10])([F:9])[C:3]1[NH:4]/[C:5](=[N:8]/[C:21]([C:11]23[CH2:20][CH:15]4[CH2:14][CH:13]([CH2:19][CH:17]([CH2:16]4)[CH2:18]2)[CH2:12]3)=[O:22])/[S:6][CH:7]=1, predict the reactants needed to synthesize it. (4) The reactants are: Cl[C:2]1[CH:3]=[C:4]([CH:9]=[C:10]([CH3:12])[N:11]=1)[C:5]([O:7]C)=[O:6].B(O)O.[F:16][C:17]1[CH:37]=[CH:36][C:20]([O:21][C:22]2[CH:27]=[CH:26][C:25](CC(C(O)(C)C)(C)O)=[CH:24][CH:23]=2)=[CH:19][CH:18]=1.C(=O)([O-])[O-].[Na+].[Na+].COCCOC. Given the product [F:16][C:17]1[CH:37]=[CH:36][C:20]([O:21][C:22]2[CH:27]=[CH:26][C:25]([C:2]3[CH:3]=[C:4]([CH:9]=[C:10]([CH3:12])[N:11]=3)[C:5]([OH:7])=[O:6])=[CH:24][CH:23]=2)=[CH:19][CH:18]=1, predict the reactants needed to synthesize it. (5) Given the product [SH:6][CH:7]([C:11]1[CH:16]=[CH:15][CH:14]=[CH:13][CH:12]=1)[C:8]([O:4][CH2:3][CH2:2][CH2:1][O:5][C:8](=[O:9])[CH:7]([SH:6])[C:11]1[CH:16]=[CH:15][CH:14]=[CH:13][CH:12]=1)=[O:9], predict the reactants needed to synthesize it. The reactants are: [CH2:1]([OH:5])[CH2:2][CH2:3][OH:4].[SH:6][CH:7]([C:11]1[CH:16]=[CH:15][CH:14]=[CH:13][CH:12]=1)[C:8](O)=[O:9].S(=O)(=O)(O)O. (6) Given the product [CH3:1][O:2][CH2:3][C:4]1[C:12]2[C:7](=[CH:8][C:9]([NH2:13])=[CH:10][CH:11]=2)[N:6]([CH2:16][O:17][CH2:18][CH2:19][Si:20]([CH3:21])([CH3:23])[CH3:22])[N:5]=1, predict the reactants needed to synthesize it. The reactants are: [CH3:1][O:2][CH2:3][C:4]1[C:12]2[C:7](=[CH:8][C:9]([N+:13]([O-])=O)=[CH:10][CH:11]=2)[N:6]([CH2:16][O:17][CH2:18][CH2:19][Si:20]([CH3:23])([CH3:22])[CH3:21])[N:5]=1.[H][H]. (7) The reactants are: CN(C(ON1N=NC2C=CC=NC1=2)=[N+](C)C)C.F[P-](F)(F)(F)(F)F.[C:25]([O:29][C:30]([NH:32][C@@H:33]([C@H:45]([CH2:52][O:53][CH3:54])[CH2:46][CH2:47][CH2:48][CH2:49][CH:50]=[CH2:51])[C:34]([N:36]1[CH2:40][C@H:39]([OH:41])[CH2:38][C@H:37]1[C:42](O)=[O:43])=[O:35])=[O:31])([CH3:28])([CH3:27])[CH3:26].[NH2:55][C@:56]1([C:61]([NH:63][S:64]([CH:67]2[CH2:69][CH2:68]2)(=[O:66])=[O:65])=[O:62])[CH2:58][C@H:57]1[CH:59]=[CH2:60].CC1C=CC(S(O)(=O)=O)=CC=1.CCN(C(C)C)C(C)C. Given the product [CH:67]1([S:64]([NH:63][C:61]([C@@:56]2([NH:55][C:42]([C@@H:37]3[CH2:38][C@@H:39]([OH:41])[CH2:40][N:36]3[C:34](=[O:35])[C@@H:33]([NH:32][C:30](=[O:31])[O:29][C:25]([CH3:27])([CH3:26])[CH3:28])[C@H:45]([CH2:52][O:53][CH3:54])[CH2:46][CH2:47][CH2:48][CH2:49][CH:50]=[CH2:51])=[O:43])[CH2:58][C@H:57]2[CH:59]=[CH2:60])=[O:62])(=[O:66])=[O:65])[CH2:69][CH2:68]1, predict the reactants needed to synthesize it.